From a dataset of Reaction yield outcomes from USPTO patents with 853,638 reactions. Predict the reaction yield, written as a fraction of the theoretical maximum amount of product (1.0 means a 100% yield; for example, 0.34 means a 34% yield). The reactants are [NH:1]1[C:9]2[C:4](=[CH:5][CH:6]=[C:7]([CH2:10][CH2:11][C:12](=O)[CH2:13][C:14]([O:16]CC)=O)[CH:8]=2)[CH:3]=[CH:2]1.C(=O)(O)O.[NH2:24][C:25]([NH2:27])=[NH:26]. The catalyst is C(O)C. The product is [NH2:26][C:25]1[NH:27][C:14](=[O:16])[CH:13]=[C:12]([CH2:11][CH2:10][C:7]2[CH:8]=[C:9]3[C:4]([CH:3]=[CH:2][NH:1]3)=[CH:5][CH:6]=2)[N:24]=1. The yield is 0.620.